Predict the reactants needed to synthesize the given product. From a dataset of Full USPTO retrosynthesis dataset with 1.9M reactions from patents (1976-2016). (1) Given the product [Cl:1][C:2]1[CH:3]=[C:4]2[C:8](=[CH:9][CH:10]=1)[NH:7][CH:6]=[C:5]2[CH2:11][N:12]1[C:20]([C:21]2[N:25]([CH3:26])[CH:24]=[C:23]([C:27]([NH:40][O:38][CH3:39])=[O:29])[CH:22]=2)=[C:19]2[C:14]([N:15]([CH2:33][CH:34]3[CH2:35][CH2:36]3)[C:16](=[O:32])[N:17]([CH3:31])[C:18]2=[O:30])=[N:13]1, predict the reactants needed to synthesize it. The reactants are: [Cl:1][C:2]1[CH:3]=[C:4]2[C:8](=[CH:9][CH:10]=1)[NH:7][CH:6]=[C:5]2[CH2:11][N:12]1[C:20]([C:21]2[N:25]([CH3:26])[CH:24]=[C:23]([C:27]([OH:29])=O)[CH:22]=2)=[C:19]2[C:14]([N:15]([CH2:33][CH:34]3[CH2:36][CH2:35]3)[C:16](=[O:32])[N:17]([CH3:31])[C:18]2=[O:30])=[N:13]1.Cl.[O:38]([NH2:40])[CH3:39].C(P(=O)(OCC)OCC)#N. (2) Given the product [F:14][C:15]1[CH:37]=[CH:36][CH:35]=[CH:34][C:16]=1[O:17][C:18]1[C:31](=[O:32])[N:30]([CH3:33])[C:21]2[N:22]=[C:23]([NH:9][CH2:8][C:6]3[O:5][N:4]=[C:3]([CH3:2])[CH:7]=3)[N:24]=[CH:25][C:20]=2[CH:19]=1, predict the reactants needed to synthesize it. The reactants are: Cl.[CH3:2][C:3]1[CH:7]=[C:6]([CH2:8][NH2:9])[O:5][N:4]=1.[OH-].[K+].CO.[F:14][C:15]1[CH:37]=[CH:36][CH:35]=[CH:34][C:16]=1[O:17][C:18]1[C:31](=[O:32])[N:30]([CH3:33])[C:21]2[N:22]=[C:23](S(C)(=O)=O)[N:24]=[CH:25][C:20]=2[CH:19]=1. (3) Given the product [C:33]([O:37][C:38](=[O:47])[N:39]([CH2:40][C@H:41]1[CH2:45][CH2:44][CH2:43][N:42]1[CH2:31][C:3]1[C:2]([Cl:1])=[C:11]2[C:6]([C:7](=[O:26])[N:8]([CH2:13][C:14]3[CH:19]=[C:18]([Cl:20])[CH:17]=[CH:16][C:15]=3[S:21]([CH2:24][CH3:25])(=[O:22])=[O:23])[C:9](=[O:12])[NH:10]2)=[CH:5][C:4]=1[C:27]([F:29])([F:30])[F:28])[CH3:46])([CH3:36])([CH3:35])[CH3:34], predict the reactants needed to synthesize it. The reactants are: [Cl:1][C:2]1[C:3]([CH:31]=O)=[C:4]([C:27]([F:30])([F:29])[F:28])[CH:5]=[C:6]2[C:11]=1[NH:10][C:9](=[O:12])[N:8]([CH2:13][C:14]1[CH:19]=[C:18]([Cl:20])[CH:17]=[CH:16][C:15]=1[S:21]([CH2:24][CH3:25])(=[O:23])=[O:22])[C:7]2=[O:26].[C:33]([O:37][C:38](=[O:47])[N:39]([CH3:46])[CH2:40][C@H:41]1[CH2:45][CH2:44][CH2:43][NH:42]1)([CH3:36])([CH3:35])[CH3:34]. (4) Given the product [F:15][C:16]1[CH:17]=[C:18]([S:23]([NH:1][C:4]2[CH:13]=[CH:12][CH:11]=[C:10]3[C:5]=2[CH:6]=[CH:7][C:8]([NH:27][C@H:28]2[C:36]4[C:31](=[CH:32][CH:33]=[CH:34][CH:35]=4)[CH2:30][C@H:29]2[OH:37])=[N:9]3)(=[O:25])=[O:24])[CH:19]=[C:20]([F:22])[CH:21]=1, predict the reactants needed to synthesize it. The reactants are: [N+:1]([C:4]1[CH:13]=[CH:12][CH:11]=[C:10]2[C:5]=1[CH:6]=[CH:7][C:8](Cl)=[N:9]2)([O-])=O.[F:15][C:16]1[CH:17]=[C:18]([S:23](Cl)(=[O:25])=[O:24])[CH:19]=[C:20]([F:22])[CH:21]=1.[NH2:27][C@H:28]1[C:36]2[C:31](=[CH:32][CH:33]=[CH:34][CH:35]=2)[CH2:30][C@H:29]1[OH:37]. (5) Given the product [O:33]1[C:34]2[CH:40]=[CH:39][CH:38]=[CH:37][C:35]=2[CH:36]=[C:32]1[C:30]1[CH:29]=[CH:28][C:20]([C:21]([O:23][C:24]([CH3:27])([CH3:25])[CH3:26])=[O:22])=[C:19]([NH:18][C:10](=[O:12])[C:9]2[CH:13]=[CH:14][CH:15]=[C:16]([CH3:17])[C:8]=2[CH3:7])[CH:31]=1, predict the reactants needed to synthesize it. The reactants are: C(Cl)(=O)C(Cl)=O.[CH3:7][C:8]1[C:16]([CH3:17])=[CH:15][CH:14]=[CH:13][C:9]=1[C:10]([OH:12])=O.[NH2:18][C:19]1[CH:31]=[C:30]([C:32]2[O:33][C:34]3[CH:40]=[CH:39][CH:38]=[CH:37][C:35]=3[CH:36]=2)[CH:29]=[CH:28][C:20]=1[C:21]([O:23][C:24]([CH3:27])([CH3:26])[CH3:25])=[O:22].C(=O)([O-])O.[Na+]. (6) Given the product [C:1]([C:23]([N:28]([CH2:29][CH2:30][OH:31])[CH3:27])=[O:24])([C:4]([C:7]([C:10]([C:13]([C:16]([C:19]([F:20])([F:22])[F:21])([F:18])[F:17])([F:15])[F:14])([F:11])[F:12])([F:8])[F:9])([F:6])[F:5])([F:2])[F:3], predict the reactants needed to synthesize it. The reactants are: [C:1]([C:23](OC)=[O:24])([C:4]([C:7]([C:10]([C:13]([C:16]([C:19]([F:22])([F:21])[F:20])([F:18])[F:17])([F:15])[F:14])([F:12])[F:11])([F:9])[F:8])([F:6])[F:5])([F:3])[F:2].[CH3:27][NH:28][CH2:29][CH2:30][OH:31]. (7) The reactants are: CC1(C)C(C)(C)OB([C:9]2[CH:10]=[CH:11][C:12]3[O:17][CH2:16][C:15](=[O:18])[NH:14][C:13]=3[CH:19]=2)O1.Br[C:22]1[C:23]([CH3:35])=[N:24][N:25]([CH3:34])[C:26]=1[C:27]1[CH:32]=[CH:31][C:30]([Cl:33])=[CH:29][CH:28]=1.C(=O)([O-])[O-].[Cs+].[Cs+]. Given the product [Cl:33][C:30]1[CH:29]=[CH:28][C:27]([C:26]2[N:25]([CH3:34])[N:24]=[C:23]([CH3:35])[C:22]=2[C:9]2[CH:10]=[CH:11][C:12]3[O:17][CH2:16][C:15](=[O:18])[NH:14][C:13]=3[CH:19]=2)=[CH:32][CH:31]=1, predict the reactants needed to synthesize it. (8) Given the product [ClH:28].[C:17]([C:21]1[N:22]=[C:23]([N:26]2[C:12]([OH:14])=[C:3]3[C:2]([CH2:11][CH2:10][C:9]4[CH:8]=[CH:7][CH:6]=[CH:5][C:4]=43)=[N:27]2)[S:24][CH:25]=1)([CH3:20])([CH3:18])[CH3:19], predict the reactants needed to synthesize it. The reactants are: O=[C:2]1[CH2:11][CH2:10][C:9]2[C:4](=[CH:5][CH:6]=[CH:7][CH:8]=2)[CH:3]1[C:12]([O:14]CC)=O.[C:17]([C:21]1[N:22]=[C:23]([NH:26][NH2:27])[S:24][CH:25]=1)([CH3:20])([CH3:19])[CH3:18].[ClH:28]. (9) Given the product [O:16]1[CH:15]=[CH:14][CH:13]=[C:12]1[C:18]1[CH:23]=[CH:22][N:21]=[CH:20][CH:19]=1, predict the reactants needed to synthesize it. The reactants are: B1([C:12]2[O:16][CH:15]=[CH:14][CH:13]=2)OC(=O)CN(C)CC(=O)O1.I[C:18]1[CH:23]=[CH:22][N:21]=[CH:20][CH:19]=1.C1(P(C2CCCCC2)C2C=CC=CC=2C2C(OC)=CC=CC=2OC)CCCCC1.P([O-])([O-])([O-])=O.[K+].[K+].[K+]. (10) Given the product [F:1][C:2]1[CH:7]=[CH:6][C:5]([C:8]2[C:9]([CH3:16])=[CH:10][CH:11]=[C:12]([C:14]#[N:15])[N+:13]=2[O-:18])=[CH:4][CH:3]=1, predict the reactants needed to synthesize it. The reactants are: [F:1][C:2]1[CH:7]=[CH:6][C:5]([C:8]2[N:13]=[C:12]([C:14]#[N:15])[CH:11]=[CH:10][C:9]=2[CH3:16])=[CH:4][CH:3]=1.C([O-])([O-])=[O:18].C([O-])([O-])=O.OO.OO.OO.[Na+].[Na+].[Na+].[Na+].FC(F)(F)S(OS(C(F)(F)F)(=O)=O)(=O)=O.C(=O)([O-])O.[Na+].